From a dataset of Forward reaction prediction with 1.9M reactions from USPTO patents (1976-2016). Predict the product of the given reaction. (1) Given the reactants [H-].[Na+].[CH2:3]1[O:13][C:12]2[C:5](=[C:6]([CH:9]=[CH:10][CH:11]=2)[CH:7]=O)[O:4]1.[OH2:14].[O:15]1[CH2:19][CH2:18][CH2:17][CH2:16]1, predict the reaction product. The product is: [CH2:3]1[O:13][C:12]2[C:5](=[C:6]([CH:9]=[CH:10][CH:11]=2)[CH:7]=[CH:17][C:16]([O:15][CH2:19][CH3:18])=[O:14])[O:4]1. (2) Given the reactants Cl.[CH3:2][O:3][NH:4][CH3:5].C(N(CC)CC)C.[Cl:13][C:14]1[CH:22]=[CH:21][C:17]([C:18](Cl)=[O:19])=[CH:16][CH:15]=1, predict the reaction product. The product is: [Cl:13][C:14]1[CH:22]=[CH:21][C:17]([C:18]([N:4]([O:3][CH3:2])[CH3:5])=[O:19])=[CH:16][CH:15]=1. (3) Given the reactants Cl[C:2]1[C:11]([CH2:12][C:13]2[CH:18]=[CH:17][C:16]([N:19]3[CH:23]=[CH:22][CH:21]=[N:20]3)=[CH:15][CH:14]=2)=[C:10]([Cl:24])[C:9]2[C:4](=[CH:5][CH:6]=[C:7]([C:25]([C:33]3[C:34]([CH3:40])=[N:35][C:36]([CH3:39])=[CH:37][CH:38]=3)([C:27]3[N:31]([CH3:32])[N:30]=[N:29][CH:28]=3)[OH:26])[CH:8]=2)[N:3]=1.[NH:41]1[CH2:44][CH2:43][CH2:42]1.CN(C=O)C, predict the reaction product. The product is: [N:41]1([C:2]2[C:11]([CH2:12][C:13]3[CH:18]=[CH:17][C:16]([N:19]4[CH:23]=[CH:22][CH:21]=[N:20]4)=[CH:15][CH:14]=3)=[C:10]([Cl:24])[C:9]3[C:4](=[CH:5][CH:6]=[C:7]([C:25]([C:33]4[C:34]([CH3:40])=[N:35][C:36]([CH3:39])=[CH:37][CH:38]=4)([C:27]4[N:31]([CH3:32])[N:30]=[N:29][CH:28]=4)[OH:26])[CH:8]=3)[N:3]=2)[CH2:44][CH2:43][CH2:42]1. (4) Given the reactants [CH3:1][N:2]1[C:7](=[O:8])[C:6]([NH:9][C:10]2[CH:15]=[CH:14][C:13]([N:16]3[CH2:21][CH2:20][N:19]([CH:22]4[CH2:25][O:24][CH2:23]4)[CH2:18][C@@H:17]3[CH3:26])=[CH:12][N:11]=2)=[CH:5][C:4]([C:27]2[C:32]([CH:33]=[O:34])=[C:31]([N:35]3[CH:47]=[CH:46][N:38]4[C:39]5[CH2:40][CH2:41][CH2:42][CH2:43][C:44]=5[CH:45]=[C:37]4[C:36]3=[O:48])[N:30]=[CH:29][CH:28]=2)=[CH:3]1.[BH4-].[Na+], predict the reaction product. The product is: [OH:34][CH2:33][C:32]1[C:31]([N:35]2[CH:47]=[CH:46][N:38]3[C:39]4[CH2:40][CH2:41][CH2:42][CH2:43][C:44]=4[CH:45]=[C:37]3[C:36]2=[O:48])=[N:30][CH:29]=[CH:28][C:27]=1[C:4]1[CH:5]=[C:6]([NH:9][C:10]2[CH:15]=[CH:14][C:13]([N:16]3[CH2:21][CH2:20][N:19]([CH:22]4[CH2:25][O:24][CH2:23]4)[CH2:18][C@@H:17]3[CH3:26])=[CH:12][N:11]=2)[C:7](=[O:8])[N:2]([CH3:1])[CH:3]=1. (5) Given the reactants C(N(CC)CC)C.[F:8][C:9]1[CH:17]=[C:16]2[C:12]([C:13]([CH:25]=[O:26])=[CH:14][N:15]2C(OC(C)(C)C)=O)=[CH:11][CH:10]=1.[CH:27](=[N:34][C:35]1[CH:36]=[C:37]([CH2:43][OH:44])[CH:38]=[C:39]([O:41][CH3:42])[CH:40]=1)[C:28]1[CH:33]=[CH:32][CH:31]=[CH:30][CH:29]=1, predict the reaction product. The product is: [F:8][C:9]1[CH:17]=[C:16]2[C:12]([C:13]([C:25](=[O:26])[CH:27]([NH:34][C:35]3[CH:40]=[C:39]([O:41][CH3:42])[CH:38]=[C:37]([CH2:43][OH:44])[CH:36]=3)[C:28]3[CH:29]=[CH:30][CH:31]=[CH:32][CH:33]=3)=[CH:14][NH:15]2)=[CH:11][CH:10]=1. (6) The product is: [C:22]([O:21][C:19](=[O:20])[NH:11][C@H:9]([C:5]1[CH:6]=[CH:7][CH:8]=[C:3]([O:2][CH3:1])[CH:4]=1)[CH3:10])([CH3:25])([CH3:24])[CH3:23]. Given the reactants [CH3:1][O:2][C:3]1[CH:4]=[C:5]([C@@H:9]([NH2:11])[CH3:10])[CH:6]=[CH:7][CH:8]=1.CCN(CC)CC.[C:19](O[C:19]([O:21][C:22]([CH3:25])([CH3:24])[CH3:23])=[O:20])([O:21][C:22]([CH3:25])([CH3:24])[CH3:23])=[O:20].O, predict the reaction product. (7) Given the reactants [CH3:1][NH:2][C:3](=O)[C@@H:4]([NH:13][C:14](=[O:20])[O:15][C:16]([CH3:19])([CH3:18])[CH3:17])[CH2:5][CH:6]1[CH2:11][CH2:10][CH:9]([CH3:12])[CH2:8][CH2:7]1.[H-].[H-].[H-].[H-].[Li+].[Al+3].O.O.O.O.O.O.O.O.O.O.S([O-])([O-])(=O)=O.[Na+].[Na+], predict the reaction product. The product is: [CH3:1][NH:2][CH2:3][C@@H:4]([NH:13][C:14](=[O:20])[O:15][C:16]([CH3:19])([CH3:18])[CH3:17])[CH2:5][CH:6]1[CH2:11][CH2:10][CH:9]([CH3:12])[CH2:8][CH2:7]1. (8) Given the reactants [CH2:1]([C:3]1[C:8]([F:9])=[CH:7][C:6]([OH:10])=[C:5]([N+:11]([O-:13])=[O:12])[CH:4]=1)[CH3:2].[C:14]([O-])([O-])=O.[K+].[K+].CI.O, predict the reaction product. The product is: [CH2:1]([C:3]1[CH:4]=[C:5]([N+:11]([O-:13])=[O:12])[C:6]([O:10][CH3:14])=[CH:7][C:8]=1[F:9])[CH3:2].